Dataset: NCI-60 drug combinations with 297,098 pairs across 59 cell lines. Task: Regression. Given two drug SMILES strings and cell line genomic features, predict the synergy score measuring deviation from expected non-interaction effect. (1) Drug 2: C#CCC(CC1=CN=C2C(=N1)C(=NC(=N2)N)N)C3=CC=C(C=C3)C(=O)NC(CCC(=O)O)C(=O)O. Cell line: NCIH23. Synergy scores: CSS=49.0, Synergy_ZIP=-3.02, Synergy_Bliss=-3.62, Synergy_Loewe=-7.22, Synergy_HSA=1.16. Drug 1: CC=C1C(=O)NC(C(=O)OC2CC(=O)NC(C(=O)NC(CSSCCC=C2)C(=O)N1)C(C)C)C(C)C. (2) Drug 1: CC1=C(C(=O)C2=C(C1=O)N3CC4C(C3(C2COC(=O)N)OC)N4)N. Drug 2: C1CN(P(=O)(OC1)NCCCl)CCCl. Synergy scores: CSS=53.4, Synergy_ZIP=-4.18, Synergy_Bliss=-6.30, Synergy_Loewe=-35.5, Synergy_HSA=-3.42. Cell line: NCIH23. (3) Drug 1: C1=NC2=C(N1)C(=S)N=CN2. Drug 2: CCCCCOC(=O)NC1=NC(=O)N(C=C1F)C2C(C(C(O2)C)O)O. Cell line: MALME-3M. Synergy scores: CSS=-3.90, Synergy_ZIP=1.48, Synergy_Bliss=1.93, Synergy_Loewe=-1.82, Synergy_HSA=-0.252.